Dataset: TCR-epitope binding with 47,182 pairs between 192 epitopes and 23,139 TCRs. Task: Binary Classification. Given a T-cell receptor sequence (or CDR3 region) and an epitope sequence, predict whether binding occurs between them. (1) Result: 0 (the TCR does not bind to the epitope). The TCR CDR3 sequence is CASSIVQGSNQPQHF. The epitope is VLAWLYAAV. (2) The epitope is RLRAEAQVK. The TCR CDR3 sequence is CASSYVPGRPETQYF. Result: 1 (the TCR binds to the epitope).